This data is from Forward reaction prediction with 1.9M reactions from USPTO patents (1976-2016). The task is: Predict the product of the given reaction. Given the reactants [Cl:1][C:2]1[C:3]([N:13]2[CH2:16][CH:15](C(O)=O)[CH2:14]2)=[N:4][CH:5]=[C:6]([C:8]([O:10][CH2:11][CH3:12])=[O:9])[CH:7]=1.CCN=C=NCCC[N:28]([CH3:30])C.C1C=CC2N([OH:40])N=NC=2C=1.Cl[C:42]1S[C:45]([S:47]([NH2:50])(=[O:49])=[O:48])=[CH:44][CH:43]=1.CCN([CH:57]([CH3:59])C)C(C)C, predict the reaction product. The product is: [Cl:1][C:2]1[C:3]([N:13]2[CH2:14][CH:15]([NH:28][C:30]([NH:50][S:47]([C:45]3[CH:59]=[CH:57][CH:42]=[CH:43][CH:44]=3)(=[O:49])=[O:48])=[O:40])[CH2:16]2)=[N:4][CH:5]=[C:6]([CH:7]=1)[C:8]([O:10][CH2:11][CH3:12])=[O:9].